From a dataset of Catalyst prediction with 721,799 reactions and 888 catalyst types from USPTO. Predict which catalyst facilitates the given reaction. Reactant: [Cl:1][C:2]1[N:7]=[C:6](Cl)[CH:5]=[CH:4][N:3]=1.O1CCOCC1.[OH:15][C:16]1[C:21]([CH3:22])=[CH:20][CH:19]=[CH:18][C:17]=1B(O)O.C(=O)([O-])[O-].[Na+].[Na+]. Product: [Cl:1][C:2]1[N:7]=[C:6]([C:17]2[CH:18]=[CH:19][CH:20]=[C:21]([CH3:22])[C:16]=2[OH:15])[CH:5]=[CH:4][N:3]=1. The catalyst class is: 103.